This data is from Full USPTO retrosynthesis dataset with 1.9M reactions from patents (1976-2016). The task is: Predict the reactants needed to synthesize the given product. (1) The reactants are: [N+:1]([C:4]1[CH:5]=[CH:6][C:7]([O:10][C:11]2[CH:18]=[CH:17][C:14]([CH:15]=[O:16])=[CH:13][CH:12]=2)=[N:8][CH:9]=1)([O-:3])=[O:2].[CH2:19](O)[CH2:20][OH:21].C1(C)C=CC(S(O)(=O)=O)=CC=1. Given the product [CH2:20]1[O:21][CH:15]([C:14]2[CH:17]=[CH:18][C:11]([O:10][C:7]3[CH:6]=[CH:5][C:4]([N+:1]([O-:3])=[O:2])=[CH:9][N:8]=3)=[CH:12][CH:13]=2)[O:16][CH2:19]1, predict the reactants needed to synthesize it. (2) Given the product [Cl:1][C:2]1[NH:7][C:6]2=[C:8]([CH:11]3[CH2:15][CH2:14][CH2:13][CH2:12]3)[O:9][N:10]=[C:5]2[C:4](=[O:17])[N:3]=1, predict the reactants needed to synthesize it. The reactants are: [Cl:1][C:2]1[N:3]=[C:4](Cl)[C:5]2[C:6](=[C:8]([CH:11]3[CH2:15][CH2:14][CH2:13][CH2:12]3)[O:9][N:10]=2)[N:7]=1.[OH-:17].[K+].Cl.